Regression. Given two drug SMILES strings and cell line genomic features, predict the synergy score measuring deviation from expected non-interaction effect. From a dataset of Merck oncology drug combination screen with 23,052 pairs across 39 cell lines. (1) Drug 1: O=c1[nH]cc(F)c(=O)[nH]1. Drug 2: N#Cc1ccc(Cn2cncc2CN2CCN(c3cccc(Cl)c3)C(=O)C2)cc1. Cell line: NCIH460. Synergy scores: synergy=-0.562. (2) Drug 1: O=S1(=O)NC2(CN1CC(F)(F)F)C1CCC2Cc2cc(C=CCN3CCC(C(F)(F)F)CC3)ccc2C1. Drug 2: NC1(c2ccc(-c3nc4ccn5c(=O)[nH]nc5c4cc3-c3ccccc3)cc2)CCC1. Cell line: A427. Synergy scores: synergy=28.2. (3) Drug 1: CS(=O)(=O)CCNCc1ccc(-c2ccc3ncnc(Nc4ccc(OCc5cccc(F)c5)c(Cl)c4)c3c2)o1. Drug 2: CNC(=O)c1cc(Oc2ccc(NC(=O)Nc3ccc(Cl)c(C(F)(F)F)c3)cc2)ccn1. Cell line: HT29. Synergy scores: synergy=-4.31. (4) Drug 1: O=S1(=O)NC2(CN1CC(F)(F)F)C1CCC2Cc2cc(C=CCN3CCC(C(F)(F)F)CC3)ccc2C1. Drug 2: N.N.O=C(O)C1(C(=O)O)CCC1.[Pt]. Cell line: LOVO. Synergy scores: synergy=-11.1. (5) Synergy scores: synergy=-6.25. Drug 1: CCc1c2c(nc3ccc(O)cc13)-c1cc3c(c(=O)n1C2)COC(=O)C3(O)CC. Cell line: OVCAR3. Drug 2: CCc1cnn2c(NCc3ccc[n+]([O-])c3)cc(N3CCCCC3CCO)nc12. (6) Drug 1: O=c1[nH]cc(F)c(=O)[nH]1. Drug 2: C=CCn1c(=O)c2cnc(Nc3ccc(N4CCN(C)CC4)cc3)nc2n1-c1cccc(C(C)(C)O)n1. Cell line: MSTO. Synergy scores: synergy=-33.0.